From a dataset of Reaction yield outcomes from USPTO patents with 853,638 reactions. Predict the reaction yield, written as a fraction of the theoretical maximum amount of product (1.0 means a 100% yield; for example, 0.34 means a 34% yield). (1) The reactants are [CH:1]1([C:6]2[CH:7]=[C:8]([CH:11]=[CH:12][CH:13]=2)[CH:9]=O)[CH2:5][CH2:4][CH2:3][CH2:2]1.[O:14]([C:21]1[CH:22]=[C:23]([CH:25]=[CH:26][CH:27]=1)[NH2:24])[C:15]1[CH:20]=[CH:19][CH:18]=[CH:17][CH:16]=1.[BH-](OC(C)=O)(OC(C)=O)OC(C)=O.[Na+].C(O)(=O)C. The catalyst is O.ClCCCl. The product is [O:14]([C:21]1[CH:22]=[C:23]([NH:24][CH2:9][C:8]2[CH:11]=[CH:12][CH:13]=[C:6]([CH:1]3[CH2:5][CH2:4][CH2:3][CH2:2]3)[CH:7]=2)[CH:25]=[CH:26][CH:27]=1)[C:15]1[CH:16]=[CH:17][CH:18]=[CH:19][CH:20]=1. The yield is 0.220. (2) The reactants are [NH2:1][C:2]1[CH:7]=[C:6]([N+:8]([O-:10])=[O:9])[C:5]([F:11])=[CH:4][C:3]=1[S:12][CH2:13][CH2:14][OH:15].O=[C:17]1[CH2:22][CH2:21][N:20]([C:23]([O:25][C:26]([CH3:29])([CH3:28])[CH3:27])=[O:24])[CH2:19][CH2:18]1.C(O)(=O)C.C(O[BH-](OC(=O)C)OC(=O)C)(=O)C.[Na+]. The catalyst is ClC(Cl)C. The product is [F:11][C:5]1[C:6]([N+:8]([O-:10])=[O:9])=[CH:7][C:2]([NH:1][CH:17]2[CH2:22][CH2:21][N:20]([C:23]([O:25][C:26]([CH3:29])([CH3:28])[CH3:27])=[O:24])[CH2:19][CH2:18]2)=[C:3]([S:12][CH2:13][CH2:14][OH:15])[CH:4]=1. The yield is 0.910. (3) The reactants are C(OC([N:8]1[CH2:13][CH2:12][CH:11]([C:14](=[S:16])[NH2:15])[CH2:10][CH2:9]1)=O)(C)(C)C.[Br:17][CH2:18][C:19]([C:21]1[CH:26]=[CH:25][CH:24]=[CH:23][CH:22]=1)=O. The catalyst is CO. The product is [BrH:17].[C:21]1([C:19]2[N:15]=[C:14]([CH:11]3[CH2:10][CH2:9][NH:8][CH2:13][CH2:12]3)[S:16][CH:18]=2)[CH:26]=[CH:25][CH:24]=[CH:23][CH:22]=1. The yield is 0.960.